Dataset: Retrosynthesis with 50K atom-mapped reactions and 10 reaction types from USPTO. Task: Predict the reactants needed to synthesize the given product. (1) Given the product O=[N+]([O-])c1cnn(Cc2cc(CO)no2)c1, predict the reactants needed to synthesize it. The reactants are: CCOC(=O)c1cc(Cn2cc([N+](=O)[O-])cn2)on1. (2) Given the product CCOc1ccc2c(c1)C(=O)N(c1ccc3sccc3c1)C2, predict the reactants needed to synthesize it. The reactants are: CCBr.O=C1c2cc(O)ccc2CN1c1ccc2sccc2c1. (3) Given the product CC(C)(C)OC(=O)n1cc(-c2cnc(NCC(N)=O)c(N)c2)c2ccc(F)cc21, predict the reactants needed to synthesize it. The reactants are: CC(C)(C)OC(=O)n1cc(-c2cnc(NCC(N)=O)c([N+](=O)[O-])c2)c2ccc(F)cc21. (4) Given the product CN1CCC(C(=O)N2C[C@H](S(=O)(=O)c3ccccc3Cl)C[C@H]2C(=O)NC2(C#N)CC2)CC1, predict the reactants needed to synthesize it. The reactants are: CN1CCC(C(=O)O)CC1.N#CC1(NC(=O)[C@@H]2C[C@@H](S(=O)(=O)c3ccccc3Cl)CN2)CC1.